This data is from Reaction yield outcomes from USPTO patents with 853,638 reactions. The task is: Predict the reaction yield, written as a fraction of the theoretical maximum amount of product (1.0 means a 100% yield; for example, 0.34 means a 34% yield). The reactants are [NH2:1][C:2]1[CH:7]=[CH:6][C:5]([CH:8]2[CH2:13][C:12](=[O:14])[NH:11][C:10](=[O:15])[CH2:9]2)=[CH:4][C:3]=1[C:16]1[CH2:21][CH2:20][CH2:19][CH2:18][CH:17]=1.C1CN([P+](Br)(N2CCCC2)N2CCCC2)CC1.F[P-](F)(F)(F)(F)F.[K+].[C:47]([C:49]1[N:50]=[C:51]([C:62]([O-])=[O:63])[N:52]([CH2:54][O:55][CH2:56][CH2:57][Si:58]([CH3:61])([CH3:60])[CH3:59])[CH:53]=1)#[N:48].CCN(C(C)C)C(C)C. The catalyst is C(Cl)Cl. The product is [C:16]1([C:3]2[CH:4]=[C:5]([CH:8]3[CH2:9][C:10](=[O:15])[NH:11][C:12](=[O:14])[CH2:13]3)[CH:6]=[CH:7][C:2]=2[NH:1][C:62]([C:51]2[N:52]([CH2:54][O:55][CH2:56][CH2:57][Si:58]([CH3:61])([CH3:60])[CH3:59])[CH:53]=[C:49]([C:47]#[N:48])[N:50]=2)=[O:63])[CH2:21][CH2:20][CH2:19][CH2:18][CH:17]=1. The yield is 0.510.